From a dataset of Forward reaction prediction with 1.9M reactions from USPTO patents (1976-2016). Predict the product of the given reaction. (1) Given the reactants [Br:1][C:2]1[CH:3]=[N:4][C:5](O)=[C:6]([CH:10]=1)[C:7]([OH:9])=O.CN(C=O)C.[F:17][C:18]1[CH:24]=[C:23]([F:25])[CH:22]=[CH:21][C:19]=1[NH2:20].C(N(CC)CC)C.O=S(Cl)[Cl:35], predict the reaction product. The product is: [Br:1][C:2]1[CH:3]=[N:4][C:5]([Cl:35])=[C:6]([CH:10]=1)[C:7]([NH:20][C:19]1[CH:21]=[CH:22][C:23]([F:25])=[CH:24][C:18]=1[F:17])=[O:9]. (2) Given the reactants [Br:1][C:2]1[CH:7]=[CH:6][C:5]([N:8]2[C:12](=[O:13])[NH:11][N:10]=[CH:9]2)=[C:4]([F:14])[CH:3]=1.C(=O)([O-])[O-].[K+].[K+].Br[CH2:22][C:23]([O:25][CH3:26])=[O:24], predict the reaction product. The product is: [CH3:26][O:25][C:23](=[O:24])[CH2:22][N:11]1[C:12](=[O:13])[N:8]([C:5]2[CH:6]=[CH:7][C:2]([Br:1])=[CH:3][C:4]=2[F:14])[CH:9]=[N:10]1.